From a dataset of NCI-60 drug combinations with 297,098 pairs across 59 cell lines. Regression. Given two drug SMILES strings and cell line genomic features, predict the synergy score measuring deviation from expected non-interaction effect. (1) Drug 2: C1C(C(OC1N2C=NC(=NC2=O)N)CO)O. Cell line: SR. Synergy scores: CSS=24.3, Synergy_ZIP=-10.3, Synergy_Bliss=-10.5, Synergy_Loewe=-3.04, Synergy_HSA=-2.86. Drug 1: C1CC(=O)NC(=O)C1N2CC3=C(C2=O)C=CC=C3N. (2) Drug 1: CC12CCC3C(C1CCC2=O)CC(=C)C4=CC(=O)C=CC34C. Drug 2: CCC1(CC2CC(C3=C(CCN(C2)C1)C4=CC=CC=C4N3)(C5=C(C=C6C(=C5)C78CCN9C7C(C=CC9)(C(C(C8N6C)(C(=O)OC)O)OC(=O)C)CC)OC)C(=O)OC)O.OS(=O)(=O)O. Cell line: SK-OV-3. Synergy scores: CSS=35.6, Synergy_ZIP=-2.41, Synergy_Bliss=-2.22, Synergy_Loewe=-12.2, Synergy_HSA=0.879. (3) Drug 1: C1=C(C(=O)NC(=O)N1)F. Drug 2: C1C(C(OC1N2C=NC(=NC2=O)N)CO)O. Cell line: UO-31. Synergy scores: CSS=21.6, Synergy_ZIP=-10.1, Synergy_Bliss=-10.2, Synergy_Loewe=-7.01, Synergy_HSA=-6.44. (4) Drug 1: CC(C)(C#N)C1=CC(=CC(=C1)CN2C=NC=N2)C(C)(C)C#N. Drug 2: C1CN(P(=O)(OC1)NCCCl)CCCl. Cell line: UO-31. Synergy scores: CSS=-2.70, Synergy_ZIP=-0.0297, Synergy_Bliss=-1.58, Synergy_Loewe=-3.27, Synergy_HSA=-3.88.